This data is from Forward reaction prediction with 1.9M reactions from USPTO patents (1976-2016). The task is: Predict the product of the given reaction. (1) Given the reactants [NH2:1][C:2]1[C:3]([CH3:13])=[C:4]([CH:9]=[C:10]([Br:12])[CH:11]=1)[C:5]([O:7][CH3:8])=[O:6].[O:14]1[CH2:19][CH2:18][C:17](=O)[CH2:16][CH2:15]1.C(O)(=O)C.C([BH3-])#N.[Na+], predict the reaction product. The product is: [Br:12][C:10]1[CH:11]=[C:2]([NH:1][CH:17]2[CH2:18][CH2:19][O:14][CH2:15][CH2:16]2)[C:3]([CH3:13])=[C:4]([CH:9]=1)[C:5]([O:7][CH3:8])=[O:6]. (2) Given the reactants [CH2:1]([NH2:8])[CH2:2][CH2:3][CH2:4][CH2:5][CH2:6][CH3:7].[C:9]1(=[O:16])[O:15][CH2:14][CH2:13][CH2:12][CH2:11][CH2:10]1, predict the reaction product. The product is: [CH2:1]([NH:8][C:14](=[O:15])[CH2:13][CH2:12][CH2:11][CH2:10][CH2:9][OH:16])[CH2:2][CH2:3][CH2:4][CH2:5][CH2:6][CH3:7]. (3) Given the reactants [Br:1][C:2]1[CH:7]=[C:6]([N+:8]([O-:10])=[O:9])[C:5]([CH3:11])=[CH:4][C:3]=1[O:12][CH3:13].C[O:15]C(OC)N(C)C.I([O-])(=O)(=O)=O.[Na+], predict the reaction product. The product is: [Br:1][C:2]1[C:3]([O:12][CH3:13])=[CH:4][C:5]([CH:11]=[O:15])=[C:6]([N+:8]([O-:10])=[O:9])[CH:7]=1.